Task: Predict the reaction yield, written as a fraction of the theoretical maximum amount of product (1.0 means a 100% yield; for example, 0.34 means a 34% yield).. Dataset: Reaction yield outcomes from USPTO patents with 853,638 reactions The reactants are Cl[S:2]([C:5]1[CH:14]=[CH:13][C:12]2[NH:11][C:10](=[O:15])[C:9]3[NH:16][CH:17]=[C:18]([C:19]([OH:21])=[O:20])[C:8]=3[C:7]=2[CH:6]=1)(=[O:4])=[O:3].[F:22][C:23]1[CH:24]=[C:25]([CH:27]=[CH:28][C:29]=1[F:30])[NH2:26]. No catalyst specified. The product is [F:22][C:23]1[CH:24]=[C:25]([NH:26][S:2]([C:5]2[CH:14]=[CH:13][C:12]3[NH:11][C:10](=[O:15])[C:9]4[NH:16][CH:17]=[CH:18][C:8]=4[C:7]=3[CH:6]=2)(=[O:3])=[O:4])[CH:27]=[CH:28][C:29]=1[F:30].[CH2:18]([C:19]([O-:21])=[O:20])[CH3:17]. The yield is 0.120.